From a dataset of Full USPTO retrosynthesis dataset with 1.9M reactions from patents (1976-2016). Predict the reactants needed to synthesize the given product. (1) Given the product [CH2:1]([O:8][C:9]1[CH:10]=[CH:11][C:12]([C:15]2[N:25]([C:27]3[CH:32]=[CH:31][CH:30]=[CH:29][N:28]=3)[N:26]=[C:17]([C:18]([O:20][CH2:21][CH3:22])=[O:19])[CH:16]=2)=[N:13][CH:14]=1)[C:2]1[CH:7]=[CH:6][CH:5]=[CH:4][CH:3]=1, predict the reactants needed to synthesize it. The reactants are: [CH2:1]([O:8][C:9]1[CH:10]=[CH:11][C:12]([C:15](=O)[CH2:16][C:17](=O)[C:18]([O:20][CH2:21][CH3:22])=[O:19])=[N:13][CH:14]=1)[C:2]1[CH:7]=[CH:6][CH:5]=[CH:4][CH:3]=1.[NH:25]([C:27]1[CH:32]=[CH:31][CH:30]=[CH:29][N:28]=1)[NH2:26]. (2) Given the product [CH2:1]([S:8]([NH:11][NH:12][C:13]1[C:14](=[O:24])[N:15]([CH2:20][CH2:21][CH2:22][Br:26])[C:16]([CH3:19])=[CH:17][N:18]=1)(=[O:10])=[O:9])[C:2]1[CH:7]=[CH:6][CH:5]=[CH:4][CH:3]=1, predict the reactants needed to synthesize it. The reactants are: [CH2:1]([S:8]([NH:11][NH:12][C:13]1[C:14](=[O:24])[N:15]([CH2:20][CH2:21][CH2:22]O)[C:16]([CH3:19])=[CH:17][N:18]=1)(=[O:10])=[O:9])[C:2]1[CH:7]=[CH:6][CH:5]=[CH:4][CH:3]=1.C(Br)(Br)(Br)[Br:26].C1(P(C2C=CC=CC=2)C2C=CC=CC=2)C=CC=CC=1.